From a dataset of Catalyst prediction with 721,799 reactions and 888 catalyst types from USPTO. Predict which catalyst facilitates the given reaction. (1) Reactant: [OH:1][C:2]1[C:7]([C:8]#[N:9])=[C:6]([O:10][CH3:11])[N:5]=[C:4]([CH3:12])[CH:3]=1.[H-].[Na+].Cl[C:16]([F:23])([F:22])C(OCC)=O. Product: [F:22][CH:16]([F:23])[O:1][C:2]1[C:7]([C:8]#[N:9])=[C:6]([O:10][CH3:11])[N:5]=[C:4]([CH3:12])[CH:3]=1. The catalyst class is: 9. (2) Reactant: [Na+].[CH3:2][C:3]1[CH:8]=[CH:7][C:6]([P:9]([C:12](=[O:19])[C:13]2[CH:18]=[CH:17][CH:16]=[CH:15][CH:14]=2)(=[O:11])[O-:10])=[C:5]([CH3:20])[C:4]=1[CH3:21].S(=O)(=O)(O)O. Product: [CH3:2][C:3]1[CH:8]=[CH:7][C:6]([P:9]([C:12](=[O:19])[C:13]2[CH:14]=[CH:15][CH:16]=[CH:17][CH:18]=2)(=[O:10])[OH:11])=[C:5]([CH3:20])[C:4]=1[CH3:21]. The catalyst class is: 6. (3) The catalyst class is: 333. Product: [O:24]1[C:28]2[CH:29]=[CH:30][C:31]([C:2]3[CH:3]=[C:4]([NH:11][C:12]4[CH:17]=[CH:16][CH:15]=[C:14]([N:18]5[CH2:22][CH2:21][CH2:20][CH:19]5[CH3:23])[N:13]=4)[C:5]4[N:6]([CH:8]=[CH:9][N:10]=4)[N:7]=3)=[CH:32][C:27]=2[O:26][CH2:25]1. Reactant: Cl[C:2]1[CH:3]=[C:4]([NH:11][C:12]2[CH:17]=[CH:16][CH:15]=[C:14]([N:18]3[CH2:22][CH2:21][CH2:20][CH:19]3[CH3:23])[N:13]=2)[C:5]2[N:6]([CH:8]=[CH:9][N:10]=2)[N:7]=1.[O:24]1[C:28]2[CH:29]=[CH:30][C:31](B(O)O)=[CH:32][C:27]=2[O:26][CH2:25]1.CC(C1C=C(C(C)C)C(C2C=CC=CC=2P(C2CCCCC2)C2CCCCC2)=C(C(C)C)C=1)C.C([O-])([O-])=O.[Na+].[Na+]. (4) Reactant: [Cl:1][C:2]1[C:3]([Cl:11])=[N:4][CH:5]=[C:6]([CH:10]=1)[C:7](Cl)=O.[CH2:12]([NH:15][C:16]1[C:17]([NH2:22])=[CH:18][CH:19]=[CH:20][CH:21]=1)[CH2:13][CH3:14]. Product: [Cl:1][C:2]1[CH:10]=[C:6]([C:7]2[N:15]([CH2:12][CH2:13][CH3:14])[C:16]3[CH:21]=[CH:20][CH:19]=[CH:18][C:17]=3[N:22]=2)[CH:5]=[N:4][C:3]=1[Cl:11]. The catalyst class is: 1. (5) Reactant: [CH:1]([C:3]1[CH:4]=[C:5]([CH:49]=[CH:50][CH:51]=1)[CH2:6][O:7][C:8]([C@@H:10]1[CH2:15][CH2:14][CH2:13][N:12]([C:16](=[O:48])[C@@H:17]([NH:33][C:34](=[O:47])[C@@H:35]([NH:39][C:40](OC(C)(C)C)=[O:41])[CH:36]([CH3:38])[CH3:37])[CH2:18][C:19]2[CH:24]=[CH:23][CH:22]=[C:21]([O:25][Si:26]([C:29]([CH3:32])([CH3:31])[CH3:30])([CH3:28])[CH3:27])[CH:20]=2)[NH:11]1)=[O:9])=[CH2:2].FC(F)(F)S(O[Si](C)(C)C)(=O)=O.C(N(CC)C(C)C)(C)C.[CH2:73]([O:75][C@H:76]([CH2:82][CH2:83][CH:84]=[CH2:85])[C@@H:77](C)[C:78](O)=O)[CH3:74].F[P-](F)(F)(F)(F)F.N1(OC(N(C)C)=[N+](C)C)C2N=CC=CC=2N=N1. Product: [CH:1]([C:3]1[CH:4]=[C:5]([CH:49]=[CH:50][CH:51]=1)[CH2:6][O:7][C:8]([C@@H:10]1[CH2:15][CH2:14][CH2:13][N:12]([C:16](=[O:48])[C@@H:17]([NH:33][C:34](=[O:47])[C@@H:35]([NH:39][C:40](=[O:41])[C@H:77]([CH3:78])[C@H:76]([O:75][CH2:73][CH3:74])[CH2:82][CH2:83][CH:84]=[CH2:85])[CH:36]([CH3:38])[CH3:37])[CH2:18][C:19]2[CH:24]=[CH:23][CH:22]=[C:21]([O:25][Si:26]([C:29]([CH3:32])([CH3:30])[CH3:31])([CH3:28])[CH3:27])[CH:20]=2)[NH:11]1)=[O:9])=[CH2:2]. The catalyst class is: 4. (6) Reactant: Cl[C:2]1[CH:7]=[C:6]([N:8]2[CH2:13][CH2:12][O:11][CH:10]([C:14]3[NH:15][CH:16]=[C:17]([C:19]4[CH:24]=[CH:23][CH:22]=[C:21]([O:25][CH3:26])[CH:20]=4)[N:18]=3)[CH2:9]2)[N:5]=[C:4]([NH2:27])[N:3]=1.[F:28][C:29]1[CH:36]=[C:35](B2OC(C)(C)C(C)(C)O2)[CH:34]=[CH:33][C:30]=1[C:31]#[N:32].C([O-])([O-])=O.[Na+].[Na+]. Product: [NH2:27][C:4]1[N:3]=[C:2]([C:35]2[CH:34]=[CH:33][C:30]([C:31]#[N:32])=[C:29]([F:28])[CH:36]=2)[CH:7]=[C:6]([N:8]2[CH2:13][CH2:12][O:11][CH:10]([C:14]3[NH:15][CH:16]=[C:17]([C:19]4[CH:24]=[CH:23][CH:22]=[C:21]([O:25][CH3:26])[CH:20]=4)[N:18]=3)[CH2:9]2)[N:5]=1. The catalyst class is: 70. (7) The catalyst class is: 5. Reactant: [BH4-].[Na+].[Cl:3][C:4]1[CH:14]=[CH:13][C:7]([O:8][CH2:9][C:10]([CH3:12])=[O:11])=[C:6]([CH:15]2[O:19][CH2:18][CH2:17][O:16]2)[CH:5]=1. Product: [Cl:3][C:4]1[CH:14]=[CH:13][C:7]([O:8][CH2:9][CH:10]([OH:11])[CH3:12])=[C:6]([CH:15]2[O:16][CH2:17][CH2:18][O:19]2)[CH:5]=1.